The task is: Predict which catalyst facilitates the given reaction.. This data is from Catalyst prediction with 721,799 reactions and 888 catalyst types from USPTO. (1) Reactant: [C:1]([O:5][C:6]([N:8]1[CH2:13][CH2:12][CH:11]([NH:14][C:15]2[CH:20]=[C:19]([Cl:21])[N:18]=[N:17][C:16]=2Cl)[CH2:10][CH2:9]1)=[O:7])([CH3:4])([CH3:3])[CH3:2].O.[NH2:24][NH2:25]. Product: [C:1]([O:5][C:6]([N:8]1[CH2:13][CH2:12][CH:11]([NH:14][C:15]2[CH:20]=[C:19]([Cl:21])[N:18]=[N:17][C:16]=2[NH:24][NH2:25])[CH2:10][CH2:9]1)=[O:7])([CH3:4])([CH3:3])[CH3:2]. The catalyst class is: 14. (2) Reactant: Cl[C:2]1[N:11]=[C:10]([N:12]2[CH2:17][CH2:16][O:15][CH2:14][CH2:13]2)[C:9]2[C:4](=[CH:5][C:6]([C:18]3[CH:23]=[CH:22][CH:21]=[C:20]([S:24]([CH3:27])(=[O:26])=[O:25])[CH:19]=3)=[CH:7][CH:8]=2)[N:3]=1.[NH2:28][C:29]1[CH:34]=[CH:33][C:32](B2OC(C)(C)C(C)(C)O2)=[CH:31][N:30]=1.C(=O)([O-])[O-].[Cs+].[Cs+].CN(C=O)C. Product: [CH3:27][S:24]([C:20]1[CH:19]=[C:18]([C:6]2[CH:5]=[C:4]3[C:9]([C:10]([N:12]4[CH2:17][CH2:16][O:15][CH2:14][CH2:13]4)=[N:11][C:2]([C:32]4[CH:33]=[CH:34][C:29]([NH2:28])=[N:30][CH:31]=4)=[N:3]3)=[CH:8][CH:7]=2)[CH:23]=[CH:22][CH:21]=1)(=[O:26])=[O:25]. The catalyst class is: 189. (3) Reactant: [CH:1]1([NH:4][C:5]2[N:13]=[C:12]([C:14]([F:17])([F:16])[F:15])[N:11]=[C:10]3[C:6]=2[N:7]=[CH:8][N:9]3[C:18]2[CH:23]=[CH:22][C:21]([C:24]([O:26]C)=[O:25])=[CH:20][CH:19]=2)[CH2:3][CH2:2]1.[OH-].[K+].FC(F)(F)C(O)=O. Product: [C:24]([C:21]1[CH:20]=[CH:19][C:18]([N:9]2[CH:8]=[N:7][C:6]3[C:10]2=[N:11][C:12]([C:14]([F:17])([F:15])[F:16])=[N:13][C:5]=3[NH:4][CH:1]2[CH2:3][CH2:2]2)=[CH:23][CH:22]=1)([OH:26])=[O:25]. The catalyst class is: 5. (4) Reactant: Cl.Cl.[CH3:3][N:4]([C:13]1[CH:14]=[CH:15][CH:16]=[C:17]2[C:21]=1[NH:20][C:19]([C:22]1[S:23][CH:24]([CH2:27][N:28]3[CH2:33][CH2:32][O:31][CH2:30][CH2:29]3)[CH2:25][N:26]=1)=[CH:18]2)[S:5]([C:8]1[S:9][CH:10]=[CH:11][CH:12]=1)(=[O:7])=[O:6].[OH-].[Na+]. Product: [CH3:3][N:4]([C:13]1[CH:14]=[CH:15][CH:16]=[C:17]2[C:21]=1[NH:20][C:19]([C:22]1[S:23][CH:24]([CH2:27][N:28]3[CH2:33][CH2:32][O:31][CH2:30][CH2:29]3)[CH2:25][N:26]=1)=[CH:18]2)[S:5]([C:8]1[S:9][CH:10]=[CH:11][CH:12]=1)(=[O:7])=[O:6]. The catalyst class is: 13. (5) Reactant: [F:1][C:2]1[CH:7]=[C:6]([O:8]C)[CH:5]=[C:4]([F:10])[C:3]=1[C:11]([CH3:17])([CH3:16])[C:12]([F:15])([F:14])[F:13].B(Br)(Br)Br. Product: [F:1][C:2]1[CH:7]=[C:6]([OH:8])[CH:5]=[C:4]([F:10])[C:3]=1[C:11]([CH3:16])([CH3:17])[C:12]([F:14])([F:15])[F:13]. The catalyst class is: 4. (6) Reactant: FC(F)(F)C(O)=O.C(OC([N:15]1[CH2:20][CH2:19][CH:18]([C:21](=[O:38])[NH:22][C:23]2[CH:28]=[CH:27][CH:26]=[CH:25][C:24]=2[O:29][C:30]2[CH:35]=[CH:34][C:33]([Cl:36])=[CH:32][C:31]=2[Cl:37])[CH2:17][CH2:16]1)=O)(C)(C)C.C([O-])([O-])=O.[K+].[K+].O. Product: [Cl:37][C:31]1[CH:32]=[C:33]([Cl:36])[CH:34]=[CH:35][C:30]=1[O:29][C:24]1[CH:25]=[CH:26][CH:27]=[CH:28][C:23]=1[NH:22][C:21]([CH:18]1[CH2:19][CH2:20][NH:15][CH2:16][CH2:17]1)=[O:38]. The catalyst class is: 2.